Predict which catalyst facilitates the given reaction. From a dataset of Catalyst prediction with 721,799 reactions and 888 catalyst types from USPTO. (1) Reactant: [CH3:1][CH:2]([CH3:30])[CH2:3][CH:4]([C:17]1[CH:29]=[CH:28][C:20]([C:21]([O:23]C(C)(C)C)=[O:22])=[CH:19][CH:18]=1)[NH:5][C:6]1[C:15]([CH3:16])=[CH:14][C:13]2[C:8](=[CH:9][CH:10]=[CH:11][CH:12]=2)[N:7]=1.[F:31][C:32]([F:37])([F:36])[C:33]([OH:35])=[O:34]. Product: [F:31][C:32]([F:37])([F:36])[C:33]([OH:35])=[O:34].[CH3:1][CH:2]([CH3:30])[CH2:3][CH:4]([C:17]1[CH:18]=[CH:19][C:20]([C:21]([OH:23])=[O:22])=[CH:28][CH:29]=1)[NH:5][C:6]1[C:15]([CH3:16])=[CH:14][C:13]2[C:8](=[CH:9][CH:10]=[CH:11][CH:12]=2)[N:7]=1. The catalyst class is: 4. (2) Reactant: Cl[C:2]1[C:10]2[C:6](=[N:7][O:8][N:9]=2)[C:5]([N+:11]([O-:13])=[O:12])=[CH:4][CH:3]=1.[SH:14][C:15]1[CH:20]=[CH:19][C:18]([OH:21])=[CH:17][CH:16]=1.P([O-])([O-])([O-])=O.[K+].[K+].[K+].[OH-].[K+].BrCC(=O)C([O-])=O. Product: [N+:11]([C:5]1[C:6]2=[N:7][O:8][N:9]=[C:10]2[C:2]([S:14][C:15]2[CH:20]=[CH:19][C:18]([OH:21])=[CH:17][CH:16]=2)=[CH:3][CH:4]=1)([O-:13])=[O:12]. The catalyst class is: 8.